This data is from Peptide-MHC class II binding affinity with 134,281 pairs from IEDB. The task is: Regression. Given a peptide amino acid sequence and an MHC pseudo amino acid sequence, predict their binding affinity value. This is MHC class II binding data. (1) The peptide sequence is YDKFLAWVSTVLTGK. The MHC is DRB1_0802 with pseudo-sequence DRB1_0802. The binding affinity (normalized) is 0.748. (2) The peptide sequence is MGDVAWDFSSAGGFF. The MHC is DRB1_0404 with pseudo-sequence DRB1_0404. The binding affinity (normalized) is 0.246.